From a dataset of Catalyst prediction with 721,799 reactions and 888 catalyst types from USPTO. Predict which catalyst facilitates the given reaction. (1) Reactant: [OH-].[Na+].[F:3][C:4]1[CH:9]=[CH:8][C:7]([C:10]2[N:14]=[N:13][N:12]([CH3:15])[C:11]=2[CH2:16][O:17][C:18]2[CH:22]=[C:21]([C:23]([O:25]C)=[O:24])[O:20][N:19]=2)=[CH:6][CH:5]=1. Product: [F:3][C:4]1[CH:5]=[CH:6][C:7]([C:10]2[N:14]=[N:13][N:12]([CH3:15])[C:11]=2[CH2:16][O:17][C:18]2[CH:22]=[C:21]([C:23]([OH:25])=[O:24])[O:20][N:19]=2)=[CH:8][CH:9]=1. The catalyst class is: 12. (2) Product: [F:32][C:29]1[CH:30]=[CH:31][C:26]([C:21]2[C:20]([CH2:19][NH:18][C:15]3[CH:16]=[CH:17][C:12]([C:11]([NH:8][CH:5]([CH3:7])[CH3:6])=[O:33])=[CH:13][N:14]=3)=[C:24]([CH3:25])[O:23][N:22]=2)=[CH:27][CH:28]=1. The catalyst class is: 12. Reactant: C[Al](C)C.[CH:5]([NH2:8])([CH3:7])[CH3:6].CO[C:11](=[O:33])[C:12]1[CH:17]=[CH:16][C:15]([NH:18][CH2:19][C:20]2[C:21]([C:26]3[CH:31]=[CH:30][C:29]([F:32])=[CH:28][CH:27]=3)=[N:22][O:23][C:24]=2[CH3:25])=[N:14][CH:13]=1.C(C(C(C([O-])=O)O)O)([O-])=O.[K+].[Na+]. (3) Reactant: [NH2:1][C:2]1[CH:25]=[CH:24][C:23]([N:26]2[CH2:31][CH2:30][CH2:29][CH2:28][CH2:27]2)=[CH:22][C:3]=1[C:4]([NH:6][C:7]1[N:11]=[CH:10][N:9]([C:12]2[CH:17]=[CH:16][CH:15]=[C:14]([C:18]([F:21])([F:20])[F:19])[CH:13]=2)[N:8]=1)=[O:5].N1C=CC=CC=1.[CH3:38][N:39]([CH2:51][CH2:52][N:53]1[CH2:58][CH2:57][O:56][CH2:55][CH2:54]1)[C:40]([C:42]1[CH:43]=[C:44]([CH:48]=[CH:49][CH:50]=1)[C:45](Cl)=[O:46])=[O:41]. Product: [CH3:38][N:39]([CH2:51][CH2:52][N:53]1[CH2:58][CH2:57][O:56][CH2:55][CH2:54]1)[C:40](=[O:41])[C:42]1[CH:50]=[CH:49][CH:48]=[C:44]([C:45]([NH:1][C:2]2[CH:25]=[CH:24][C:23]([N:26]3[CH2:31][CH2:30][CH2:29][CH2:28][CH2:27]3)=[CH:22][C:3]=2[C:4](=[O:5])[NH:6][C:7]2[N:11]=[CH:10][N:9]([C:12]3[CH:17]=[CH:16][CH:15]=[C:14]([C:18]([F:21])([F:19])[F:20])[CH:13]=3)[N:8]=2)=[O:46])[CH:43]=1. The catalyst class is: 4. (4) Reactant: [F:1][C:2]1[CH:3]=[C:4]([C@@H:9]([C:17]2[CH:22]=[CH:21][C:20]([S:23]([CH3:26])(=[O:25])=[O:24])=[CH:19][CH:18]=2)[CH2:10][C:11](N(OC)C)=[O:12])[CH:5]=[C:6]([F:8])[CH:7]=1.[CH3:27][Mg]Br.Cl. Product: [F:1][C:2]1[CH:3]=[C:4]([C@@H:9]([C:17]2[CH:18]=[CH:19][C:20]([S:23]([CH3:26])(=[O:24])=[O:25])=[CH:21][CH:22]=2)[CH2:10][C:11](=[O:12])[CH3:27])[CH:5]=[C:6]([F:8])[CH:7]=1. The catalyst class is: 116. (5) Reactant: [C:1]([Si:5]([O:8][CH:9]([CH2:14][CH2:15][C:16]1[CH:21]=[CH:20][C:19]([C:22]([CH2:41][CH3:42])([C:25]2[CH:30]=[CH:29][C:28](B3OC(C)(C)C(C)(C)O3)=[C:27]([CH3:40])[CH:26]=2)[CH2:23][CH3:24])=[CH:18][C:17]=1[CH3:43])[C:10]([CH3:13])([CH3:12])[CH3:11])([CH3:7])[CH3:6])([CH3:4])([CH3:3])[CH3:2].[CH3:44][O:45][C:46](=[O:55])[CH2:47][C:48]1[CH:53]=[CH:52][C:51](Br)=[CH:50][CH:49]=1.P([O-])([O-])([O-])=O.[K+].[K+].[K+]. Product: [CH3:44][O:45][C:46](=[O:55])[CH2:47][C:48]1[CH:53]=[CH:52][C:51]([C:28]2[CH:29]=[CH:30][C:25]([C:22]([C:19]3[CH:20]=[CH:21][C:16]([CH2:15][CH2:14][CH:9]([O:8][Si:5]([C:1]([CH3:4])([CH3:3])[CH3:2])([CH3:6])[CH3:7])[C:10]([CH3:13])([CH3:12])[CH3:11])=[C:17]([CH3:43])[CH:18]=3)([CH2:23][CH3:24])[CH2:41][CH3:42])=[CH:26][C:27]=2[CH3:40])=[CH:50][CH:49]=1. The catalyst class is: 103. (6) Reactant: [CH2:1]([O:5][C:6]1[CH:13]=[CH:12][C:9]([CH:10]=O)=[CH:8][CH:7]=1)[CH2:2][CH2:3][CH3:4].[Br:14][C:15]1[CH:20]=[C:19]([CH2:21]P(OCC)(=O)OCC)[CH:18]=[CH:17][C:16]=1[CH2:30]P(OCC)(=O)OCC.[CH3:39][C:40]([O-:43])(C)[CH3:41].[K+]. Product: [Br:14][C:15]1[CH:20]=[C:19](/[CH:21]=[CH:10]/[C:9]2[CH:12]=[CH:13][C:6]([O:5][CH2:1][CH2:2][CH2:3][CH3:4])=[CH:7][CH:8]=2)[CH:18]=[CH:17][C:16]=1/[CH:30]=[CH:12]/[C:9]1[CH:10]=[CH:41][C:40]([O:43][CH2:1][CH2:2][CH2:3][CH3:4])=[CH:39][CH:8]=1. The catalyst class is: 1. (7) Reactant: [N:1]1[CH:6]=[CH:5][N:4]=[CH:3][C:2]=1[C:7]1[CH:12]=[CH:11][N:10]=[C:9]([NH:13][CH2:14][C:15]2[CH:23]=[CH:22][C:18]([C:19]([OH:21])=O)=[CH:17][CH:16]=2)[N:8]=1.[C:24]1([NH2:31])[CH:29]=[CH:28][CH:27]=[CH:26][C:25]=1[NH2:30].CCN(CC)CC.C1C=CC2N(O)N=NC=2C=1.O.CCN=C=NCCCN(C)C.Cl. Product: [NH2:30][C:25]1[CH:26]=[CH:27][CH:28]=[CH:29][C:24]=1[NH:31][C:19](=[O:21])[C:18]1[CH:17]=[CH:16][C:15]([CH2:14][NH:13][C:9]2[N:8]=[C:7]([C:2]3[CH:3]=[N:4][CH:5]=[CH:6][N:1]=3)[CH:12]=[CH:11][N:10]=2)=[CH:23][CH:22]=1. The catalyst class is: 10. (8) Reactant: C(N([P:8]([N:12]([CH:16]([CH3:18])[CH3:17])[CH:13]([CH3:15])[CH3:14])(Cl)([O-:10])[O-:9])C(C)C)(C)C.[CH:19]([C:22]1[CH:73]=[CH:72][C:25]([O:26][CH2:27][C:28]([NH:30][C:31]2[NH:32][C:33](=[O:71])[C:34]3[N:35]=[CH:36][N:37]([C:69]=3[N:70]=2)[C@@H:38]2[O:68][C@H:42]([CH2:43][O:44][C:45]([C:62]3[CH:67]=[CH:66][CH:65]=[CH:64][CH:63]=3)([C:54]3[CH:59]=[CH:58][C:57]([O:60][CH3:61])=[CH:56][CH:55]=3)[C:46]3[CH:51]=[CH:50][C:49]([O:52][CH3:53])=[CH:48][CH:47]=3)[C@@H:40]([OH:41])[CH2:39]2)=[O:29])=[CH:24][CH:23]=1)([CH3:21])[CH3:20].C(N(C(C)C)C(C)C)C.[C:83]([O:86][C@@H:87]1[C@@H:99]([O:100][C:101](=[O:103])[CH3:102])[C@H:98]([O:104][C:105](=[O:107])[CH3:106])[C@@H:97]([CH2:108][O:109][C:110](=[O:112])[CH3:111])[O:96][C@H:88]1[O:89][CH2:90][CH2:91][O:92][CH2:93][CH2:94]O)(=[O:85])[CH3:84].N1C=NN=N1. Product: [CH:19]([C:22]1[CH:23]=[CH:24][C:25]([O:26][CH2:27][C:28]([NH:30][C:31]2[NH:32][C:33](=[O:71])[C:34]3[N:35]=[CH:36][N:37]([C:69]=3[N:70]=2)[C@@H:38]2[O:68][C@H:42]([CH2:43][O:44][C:45]([C:62]3[CH:67]=[CH:66][CH:65]=[CH:64][CH:63]=3)([C:54]3[CH:59]=[CH:58][C:57]([O:60][CH3:61])=[CH:56][CH:55]=3)[C:46]3[CH:51]=[CH:50][C:49]([O:52][CH3:53])=[CH:48][CH:47]=3)[C@@H:40]([O:41][P:8]([N:12]([CH:13]([CH3:14])[CH3:15])[CH:16]([CH3:17])[CH3:18])([O:9][CH2:94][CH2:93][O:92][CH2:91][CH2:90][O:89][C@@H:88]3[O:96][C@H:97]([CH2:108][O:109][C:110](=[O:112])[CH3:111])[C@@H:98]([O:104][C:105](=[O:107])[CH3:106])[C@H:99]([O:100][C:101](=[O:103])[CH3:102])[C@H:87]3[O:86][C:83](=[O:85])[CH3:84])=[O:10])[CH2:39]2)=[O:29])=[CH:72][CH:73]=1)([CH3:21])[CH3:20]. The catalyst class is: 4. (9) Reactant: [Br:1][C:2]1[C:3]([OH:17])=[C:4]2[C:9](=[CH:10][CH:11]=1)[N:8]([C:12]([O:14][CH3:15])=[O:13])[C@@H:7]([CH3:16])[CH2:6][CH2:5]2.[Cl:18][C:19]1[CH:20]=[CH:21][C:22](F)=[C:23]([CH:26]=1)[C:24]#[N:25].C(=O)([O-])[O-].[Cs+].[Cs+].O. Product: [Br:1][C:2]1[C:3]([O:17][C:22]2[CH:21]=[CH:20][C:19]([Cl:18])=[CH:26][C:23]=2[C:24]#[N:25])=[C:4]2[C:9](=[CH:10][CH:11]=1)[N:8]([C:12]([O:14][CH3:15])=[O:13])[C@@H:7]([CH3:16])[CH2:6][CH2:5]2. The catalyst class is: 3.